From a dataset of Catalyst prediction with 721,799 reactions and 888 catalyst types from USPTO. Predict which catalyst facilitates the given reaction. Reactant: [Cl-].[Cl-].[NH3+:3][C:4]1([C:7]([NH:9][CH2:10][C:11]2[C:16]([Cl:17])=[CH:15][C:14]([C:18]3[CH:23]=[CH:22][CH:21]=[C:20]([F:24])[C:19]=3[C:25]3[N:26]=[N:27][N:28]([CH3:30])[N:29]=3)=[CH:13][NH+:12]=2)=[O:8])[CH2:6][CH2:5]1.C(N(CC)CC)C.[F:38][C:39]([F:50])([F:49])[C:40](O[C:40](=[O:41])[C:39]([F:50])([F:49])[F:38])=[O:41]. Product: [Cl:17][C:16]1[C:11]([CH2:10][NH:9][C:7]([C:4]2([NH:3][C:40](=[O:41])[C:39]([F:50])([F:49])[F:38])[CH2:5][CH2:6]2)=[O:8])=[N:12][CH:13]=[C:14]([C:18]2[CH:23]=[CH:22][CH:21]=[C:20]([F:24])[C:19]=2[C:25]2[N:26]=[N:27][N:28]([CH3:30])[N:29]=2)[CH:15]=1. The catalyst class is: 2.